Dataset: Reaction yield outcomes from USPTO patents with 853,638 reactions. Task: Predict the reaction yield, written as a fraction of the theoretical maximum amount of product (1.0 means a 100% yield; for example, 0.34 means a 34% yield). The reactants are [CH:1]([N:14]1[CH2:17][C:16](=O)[CH2:15]1)([C:8]1[CH:13]=[CH:12][CH:11]=[CH:10][CH:9]=1)[C:2]1[CH:7]=[CH:6][CH:5]=[CH:4][CH:3]=1.[NH:19]([C:21]([O:23][C:24]([CH3:27])([CH3:26])[CH3:25])=[O:22])[NH2:20].C(O)(=O)C. The catalyst is CO. The product is [CH:1]([N:14]1[CH2:17][C:16](=[N:20][NH:19][C:21]([O:23][C:24]([CH3:27])([CH3:26])[CH3:25])=[O:22])[CH2:15]1)([C:8]1[CH:13]=[CH:12][CH:11]=[CH:10][CH:9]=1)[C:2]1[CH:7]=[CH:6][CH:5]=[CH:4][CH:3]=1. The yield is 0.970.